From a dataset of Forward reaction prediction with 1.9M reactions from USPTO patents (1976-2016). Predict the product of the given reaction. Given the reactants [F:1][C:2]1[CH:7]=[CH:6][CH:5]=[C:4]([F:8])[C:3]=1[OH:9].C(=O)([O-])[O-].[K+].[K+].[F:16][C:17]1[C:22](F)=[C:21]([O:24][C:25]2[CH:26]=[N:27][C:28]([S:31]([CH3:34])(=[O:33])=[O:32])=[CH:29][CH:30]=2)[CH:20]=[C:19]([N+:35]([O-])=O)[C:18]=1[NH:38][C:39]([C:41]1[CH:46]=[N:45][CH:44]=[CH:43][N:42]=1)=O.O.O.[Sn](Cl)Cl.C1(C)C=CC(S(O)(=O)=O)=CC=1, predict the reaction product. The product is: [F:1][C:2]1[CH:7]=[CH:6][CH:5]=[C:4]([F:8])[C:3]=1[O:9][C:22]1[C:21]([O:24][C:25]2[CH:26]=[N:27][C:28]([S:31]([CH3:34])(=[O:33])=[O:32])=[CH:29][CH:30]=2)=[CH:20][C:19]2[NH:35][C:39]([C:41]3[CH:46]=[N:45][CH:44]=[CH:43][N:42]=3)=[N:38][C:18]=2[C:17]=1[F:16].